From a dataset of Catalyst prediction with 721,799 reactions and 888 catalyst types from USPTO. Predict which catalyst facilitates the given reaction. (1) Reactant: C[O:2][C:3]1[N:8]=[C:7]([C:9]2[S:10][CH:11]=[CH:12][N:13]=2)[CH:6]=[CH:5][CH:4]=1.C(N(C(C)C)CC)(C)C.[F:23][C:24]([F:43])([F:42])[S:25](N(C1C=CC=CC=1)[S:25]([C:24]([F:43])([F:42])[F:23])(=[O:27])=[O:26])(=[O:27])=[O:26]. Product: [F:23][C:24]([F:43])([F:42])[S:25]([O:2][C:3]1[CH:4]=[CH:5][CH:6]=[C:7]([C:9]2[S:10][CH:11]=[CH:12][N:13]=2)[N:8]=1)(=[O:27])=[O:26]. The catalyst class is: 2. (2) Reactant: [Br:1][C:2]1[N:3]([C:8]2[CH:14]=[C:13]([O:15][CH3:16])[CH:12]=[C:11]([F:17])[C:9]=2[NH2:10])[CH:4]=[C:5]([CH3:7])[N:6]=1.[N:18]([O-])=O.[Na+].O.C(=O)(O)[O-].[Na+]. Product: [Br:1][C:2]1[N:3]2[C:4]([N:18]=[N:10][C:9]3[C:11]([F:17])=[CH:12][C:13]([O:15][CH3:16])=[CH:14][C:8]=32)=[C:5]([CH3:7])[N:6]=1. The catalyst class is: 52.